The task is: Token-level Classification. Given an antigen amino acid sequence, predict which amino acid positions are active epitope sites capable of antibody binding. Output is a list of indices for active positions.. This data is from B-cell epitopes from IEDB database with 3,159 antigens for binding position prediction. (1) Given the antigen sequence: MSKNKDQRTAKTLEKTWDTLNYLLFISSGLYKLNLKSIAQITLSILAMIISTSLIITAIIFIASANHKVTLTTAIIQDATSQIKNTTPTYLTQDPQLGISFSNLSEITSQTTTILASTTPGVKSNLQPTTVKTKNTTTTQTQPSKPTTKQRQNKPPNKPNNDFHFEVFNFVPCSICSNNPTCWAICKRIPNKKPGKKTTTKPTKKPTFKTTKKDLKPQTTKPKEVPTTKPTEEPTINTTKTNITTTLLTNNTTGNPKLTSQMETFHSTSSEGNLSPSQVSTTSEHPSQPSSPPNTTRQ, which amino acid positions are active epitope sites? The epitope positions are: [200, 201, 202, 203, 204, 205, 206, 207, 208, 209, 210, 211, 212, 213, 214, 215, 216, 217]. The amino acids at these positions are: KPTKKPTFKTTKKDLKPQ. (2) Given the antigen sequence: MGTSHPAFLVLGCLLTGLSLILCQLSLPSILPNENEKVVQLNSSFSLRCFGESEVSWQYPMSEEESSDVEIRNEENNSGLFVTVLEVSSASAAHTGLYTCYYNHTQTEENELEGRHIYIYVPDPDVAFVPLGMTDYLVIVEDDDSAIIPCRTTDPETPVTLHNSEGVVPASYDSRQGFNGTFTVGPYICEATVKGKKFQTIPFNVYALKATSELDLEMEALKTVYKSGETIVVTCAVFNNEVVDLQWTYPGEVKGKGITMLEEIKVPSIKLVYTLTVPEATVKDSGDYECAARQATREVKEMKKVTISVHEKGFIEIKPTFSQLEAVNLHEVKHFVVEVRAYPPPRISWLKNNLTLIENLTEITTDVEKIQEIRYRSKLKLIRAKEEDSGHYTIVAQNEDAVKSYTFELLTQVPSSILDLVDDHHGSTGGQTVRCTAEGTPLPDIEWMICKDIKKCNNETSWTILANNVSNIITEIHPRDRSTVEGRVTFAKVEETIAVR..., which amino acid positions are active epitope sites? The epitope positions are: [166, 167, 168, 169, 170, 171, 172, 173, 174, 175, 176, 177, 178, 179, 180, 181, 182, 183, 184, 185... (24 total positions)]. The amino acids at these positions are: VVPASYDSRQGFNGTFTVGPYICE. (3) Given the antigen sequence: MKALKLFKDRLCPFCQRVLITAKEKRVTLEEVEVPLGDDMPQWYKELNPRETVPTLQVDGKKCMIESDLISRYIDRISSPANALMGSSPYQRHRVEFFLGEIGDLVKAYFGLVRDPFNEEKRKSVDNNTAYIEDIIAEHQGDGPYFLDDTFSMAEVMVVPFLACFRPVLSYYCGYDIFHNAPRLKKMYVTSMQRTTVKETISKPEEYIIGFKSKVPKSHVTWSLAPGYVLFVNKYSPFSDRPRLACALKNIDLPMLEIDLKQLPPWFRWFNQRETVPTLLTPQGTYVHESQLIVHYLDDGFPEHGPALLPKDADGSYHVRFVESNVDYFMDAMYSFIKDPKNMNAKEEFDWAAGELEKLLAEHQFGEGPFFGGATMNAADVSLVPMLVHLKACTPELTEGQDLLANYKLLAAAAEAGLTSEAGKKVFLSLSEYSSIYKTLLRPSS, which amino acid positions are active epitope sites? The epitope positions are: [64, 65, 66, 67, 68, 69, 70, 71, 72, 73, 74, 75, 76, 77, 78, 79, 80]. The amino acids at these positions are: IESDLISRYIDRISSPA. (4) Given the antigen sequence: SETAPAAPAAPAPAEKTPVKKKARKSAGAAKRKASGPPVSELITKAVAASKERSGVSLAALKKALAAAGYDVEKNNSRIKLGLKSLVSKGTLVQTKGTGASGSFKLNKKAASGEAKPKAKKAGAAKAKKPAGAAKKPKKATGAATPKKSAKKTPKKAKKPAAAAGAKKAKSPKKAKAAKPKKAPKSPAKAKAVKPKAAKPKTAKPKAAKPKKAAAKKK, which amino acid positions are active epitope sites? The epitope positions are: [130, 131, 132, 133, 134, 135, 136, 137, 138, 139, 140, 141, 142, 143, 144]. The amino acids at these positions are: AGAAKKPKKATGAAT.